Dataset: Forward reaction prediction with 1.9M reactions from USPTO patents (1976-2016). Task: Predict the product of the given reaction. (1) Given the reactants [CH2:1]([O:8][C:9]([NH:11][C:12]1[C:13]([C:28](O)=[O:29])=[N:14][C:15]2[C:20]([CH:21]=1)=[CH:19][CH:18]=[C:17]([N:22]1[CH2:27][CH2:26][O:25][CH2:24][CH2:23]1)[CH:16]=2)=[O:10])[C:2]1[CH:7]=[CH:6][CH:5]=[CH:4][CH:3]=1.[NH2:31][C:32]1[CH:33]=[N:34][CH:35]=[CH:36][C:37]=1[N:38]1[CH2:43][C@H:42]([CH3:44])[CH2:41][C@H:40]([NH:45][C:46](=[O:52])[O:47][C:48]([CH3:51])([CH3:50])[CH3:49])[CH2:39]1.CN(C(ON1N=NC2C=CC=NC1=2)=[N+](C)C)C.F[P-](F)(F)(F)(F)F.CCN(C(C)C)C(C)C, predict the reaction product. The product is: [C:48]([O:47][C:46]([NH:45][C@H:40]1[CH2:41][C@@H:42]([CH3:44])[CH2:43][N:38]([C:37]2[CH:36]=[CH:35][N:34]=[CH:33][C:32]=2[NH:31][C:28]([C:13]2[C:12]([NH:11][C:9](=[O:10])[O:8][CH2:1][C:2]3[CH:7]=[CH:6][CH:5]=[CH:4][CH:3]=3)=[CH:21][C:20]3[C:15](=[CH:16][C:17]([N:22]4[CH2:23][CH2:24][O:25][CH2:26][CH2:27]4)=[CH:18][CH:19]=3)[N:14]=2)=[O:29])[CH2:39]1)=[O:52])([CH3:49])([CH3:50])[CH3:51]. (2) Given the reactants [C:1]1([CH:7]=O)[CH:6]=[CH:5][CH:4]=[CH:3][CH:2]=1.Cl.[NH2:10]O.[C:12]([O-:15])(=O)[CH3:13].[Na+].[C:17]([O-])(=O)[CH3:18].[NH4+].[CH2:22](O)[CH3:23], predict the reaction product. The product is: [NH2:10][CH:7]([C:1]1[CH:2]=[CH:3][CH:4]=[CH:5][CH:6]=1)[C:22]1[CH:23]=[C:12]([OH:15])[CH:13]=[CH:18][CH:17]=1.